From a dataset of Full USPTO retrosynthesis dataset with 1.9M reactions from patents (1976-2016). Predict the reactants needed to synthesize the given product. (1) Given the product [NH2:2][CH2:1][CH2:3][CH2:4][N:5]([CH2:10][CH2:11][CH2:12][CH2:13][CH2:14][CH2:15][CH2:16][CH2:17][CH2:18][CH2:19][CH2:20][CH3:21])[CH2:6][CH2:7][CH2:8][NH2:9], predict the reactants needed to synthesize it. The reactants are: [C:1]([CH2:3][CH2:4][N:5]([CH2:10][CH2:11][CH2:12][CH2:13][CH2:14][CH2:15][CH2:16][CH2:17][CH2:18][CH2:19][CH2:20][CH3:21])[CH2:6][CH2:7][C:8]#[N:9])#[N:2].[H][H]. (2) The reactants are: [F:1][C:2]1[CH:7]=[CH:6][C:5]([CH:8]=[N:9][C:10]2[C:15]([C:16]([O:18][CH3:19])=[O:17])=[N:14][CH:13]=[CH:12][N:11]=2)=[CH:4][CH:3]=1.C(O[BH-](OC(=O)C)OC(=O)C)(=O)C.[Na+].CC(O)=O.C(O[BH-](OC(=O)C)OC(=O)C)(=O)C. Given the product [F:1][C:2]1[CH:3]=[CH:4][C:5]([CH2:8][NH:9][C:10]2[C:15]([C:16]([O:18][CH3:19])=[O:17])=[N:14][CH:13]=[CH:12][N:11]=2)=[CH:6][CH:7]=1, predict the reactants needed to synthesize it. (3) Given the product [CH:1]1([CH2:7][CH:8]([CH2:26][C:27]([N:29]2[CH2:30][CH2:31][O:32][CH2:33][CH2:34]2)=[O:28])[C:9]([NH:11][CH:12]([C:15]([C:16]2[O:17][C:18]3[C:19]([N:24]=2)=[N:20][CH:21]=[CH:22][CH:23]=3)=[O:25])[CH2:13][CH3:14])=[O:10])[CH2:6][CH2:5][CH2:4][CH2:3][CH2:2]1, predict the reactants needed to synthesize it. The reactants are: [CH:1]1([CH2:7][CH:8]([CH2:26][C:27]([N:29]2[CH2:34][CH2:33][O:32][CH2:31][CH2:30]2)=[O:28])[C:9]([NH:11][CH:12]([CH:15]([OH:25])[C:16]2[O:17][C:18]3[C:19]([N:24]=2)=[N:20][CH:21]=[CH:22][CH:23]=3)[CH2:13][CH3:14])=[O:10])[CH2:6][CH2:5][CH2:4][CH2:3][CH2:2]1.CC(OI1(OC(C)=O)(OC(C)=O)OC(=O)C2C=CC=CC1=2)=O.[O-]S([O-])(=S)=O.[Na+].[Na+].C([O-])(O)=O.[Na+]. (4) Given the product [Br:1][C:2]1[CH:3]=[CH:4][C:5]([CH2:8][C:9]([NH:29][CH2:28][C:27]2[CH:30]=[CH:31][CH:32]=[C:25]([F:24])[CH:26]=2)=[O:11])=[CH:6][CH:7]=1, predict the reactants needed to synthesize it. The reactants are: [Br:1][C:2]1[CH:7]=[CH:6][C:5]([CH2:8][C:9]([OH:11])=O)=[CH:4][CH:3]=1.C(N1C=CN=C1)(N1C=CN=C1)=O.[F:24][C:25]1[CH:26]=[C:27]([CH:30]=[CH:31][CH:32]=1)[CH2:28][NH2:29]. (5) Given the product [CH2:14]([O:16][C:17](=[O:18])[C:19]1[C:12]([NH:11][S:1]([C:4]2[CH:5]=[CH:6][C:7]([CH3:8])=[CH:9][CH:10]=2)(=[O:2])=[O:3])=[CH:26][C:22]([CH2:23][CH3:24])=[N:21][C:20]=1[CH2:27][CH3:28])[CH3:15], predict the reactants needed to synthesize it. The reactants are: [S:1]([N:11]=[C:12]=O)([C:4]1[CH:10]=[CH:9][C:7]([CH3:8])=[CH:6][CH:5]=1)(=[O:3])=[O:2].[CH2:14]([O:16][C:17]([C:19]1[C:24](=O)[CH:23]=[C:22]([CH3:26])[NH:21][C:20]=1[CH3:27])=[O:18])[CH3:15].[C:28](#N)C. (6) Given the product [CH2:1]([N:8]1[C:13](=[O:14])[CH:12]=[C:11]([C:15]2[CH:20]=[CH:19][C:18]([Cl:21])=[CH:17][CH:16]=2)[C:10]([C:22]2[CH:23]=[CH:24][C:25]([S:28]([CH3:29])=[O:31])=[CH:26][CH:27]=2)=[N:9]1)[C:2]1[CH:3]=[CH:4][CH:5]=[CH:6][CH:7]=1, predict the reactants needed to synthesize it. The reactants are: [CH2:1]([N:8]1[C:13](=[O:14])[CH:12]=[C:11]([C:15]2[CH:20]=[CH:19][C:18]([Cl:21])=[CH:17][CH:16]=2)[C:10]([C:22]2[CH:27]=[CH:26][C:25]([S:28][CH3:29])=[CH:24][CH:23]=2)=[N:9]1)[C:2]1[CH:7]=[CH:6][CH:5]=[CH:4][CH:3]=1.C(=O)([O-])[OH:31].[Na+]. (7) Given the product [C:52]([CH:54]([CH2:2][C@H:3]1[CH2:14][CH2:13][C:12]2[S:11][C:10]3[C:5](=[C:6]([O:15][CH:16]4[CH2:21][CH2:20][CH:19]([N:22]5[CH2:27][CH2:26][O:25][CH2:24][CH2:23]5)[CH2:18][CH2:17]4)[N:7]=[CH:8][N:9]=3)[C:4]1=2)[C:55]([O:57][CH2:58][CH3:59])=[O:56])#[N:53], predict the reactants needed to synthesize it. The reactants are: I[CH2:2][C@H:3]1[CH2:14][CH2:13][C:12]2[S:11][C:10]3[C:5](=[C:6]([O:15][CH:16]4[CH2:21][CH2:20][CH:19]([N:22]5[CH2:27][CH2:26][O:25][CH2:24][CH2:23]5)[CH2:18][CH2:17]4)[N:7]=[CH:8][N:9]=3)[C:4]1=2.C1OCCOCCOCCOCCOCCOC1.C(=O)([O-])[O-].[K+].[K+].[C:52]([CH2:54][C:55]([O:57][CH2:58][CH3:59])=[O:56])#[N:53]. (8) Given the product [Si:14]([O:13][C@@H:11]1[CH2:12][NH:8][CH2:9][C@H:10]1[NH:21][C:22](=[O:28])[O:23][C:24]([CH3:27])([CH3:26])[CH3:25])([C:17]([CH3:20])([CH3:19])[CH3:18])([CH3:16])[CH3:15], predict the reactants needed to synthesize it. The reactants are: C([N:8]1[CH2:12][C@@H:11]([O:13][Si:14]([C:17]([CH3:20])([CH3:19])[CH3:18])([CH3:16])[CH3:15])[C@H:10]([NH:21][C:22](=[O:28])[O:23][C:24]([CH3:27])([CH3:26])[CH3:25])[CH2:9]1)C1C=CC=CC=1. (9) Given the product [Cl:5][C:6]1[CH:30]=[CH:29][C:9]([C:10]([N:12]2[C:20]3[C:15](=[CH:16][C:17]([OH:22])=[C:18]([F:21])[CH:19]=3)[C:14]([CH2:24][C:25]([OH:27])=[O:26])=[C:13]2[CH3:28])=[O:11])=[CH:8][CH:7]=1, predict the reactants needed to synthesize it. The reactants are: B(Br)(Br)Br.[Cl:5][C:6]1[CH:30]=[CH:29][C:9]([C:10]([N:12]2[C:20]3[C:15](=[CH:16][C:17]([O:22]C)=[C:18]([F:21])[CH:19]=3)[C:14]([CH2:24][C:25]([OH:27])=[O:26])=[C:13]2[CH3:28])=[O:11])=[CH:8][CH:7]=1.